Dataset: Forward reaction prediction with 1.9M reactions from USPTO patents (1976-2016). Task: Predict the product of the given reaction. Given the reactants [F:1][C:2]1[CH:10]=[C:9]2[C:5]([CH:6]=[CH:7][NH:8]2)=[CH:4][CH:3]=1.Cl.[CH3:12][NH:13][CH3:14].C=O.[CH2:17](O)CCC, predict the reaction product. The product is: [F:1][C:2]1[CH:10]=[C:9]2[C:5]([C:6]([CH2:12][N:13]([CH3:17])[CH3:14])=[CH:7][NH:8]2)=[CH:4][CH:3]=1.